Dataset: Full USPTO retrosynthesis dataset with 1.9M reactions from patents (1976-2016). Task: Predict the reactants needed to synthesize the given product. (1) Given the product [F:18][C:19]([F:30])([F:29])[C:20]([NH:1][CH2:2][CH2:3][O:4][CH2:5][CH2:6][O:7][CH2:8][CH2:9][OH:10])=[O:21], predict the reactants needed to synthesize it. The reactants are: [NH2:1][CH2:2][CH2:3][O:4][CH2:5][CH2:6][O:7][CH2:8][CH2:9][OH:10].C(N(CC)CC)C.[F:18][C:19]([F:30])([F:29])[C:20](O[C:20](=[O:21])[C:19]([F:30])([F:29])[F:18])=[O:21]. (2) The reactants are: CC1C=CC([N+]([O-])=[O:9])=CC=1O.CN(C)CCO.[C:18]1([P:24]([C:31]2[CH:36]=[CH:35][CH:34]=[CH:33][CH:32]=2)[C:25]2[CH:30]=[CH:29][CH:28]=[CH:27][CH:26]=2)[CH:23]=[CH:22][CH:21]=[CH:20][CH:19]=1.CCOC(/N=N/C(OCC)=O)=O.C1(C)C=CC=CC=1. Given the product [C:31]1([P:24](=[O:9])([C:18]2[CH:19]=[CH:20][CH:21]=[CH:22][CH:23]=2)[C:25]2[CH:30]=[CH:29][CH:28]=[CH:27][CH:26]=2)[CH:32]=[CH:33][CH:34]=[CH:35][CH:36]=1, predict the reactants needed to synthesize it. (3) Given the product [C:1]([C:5]1[CH:6]=[CH:7][C:11]([CH3:10])=[C:12]([CH:12]2[C:13]3[C:9](=[CH:8][CH:7]=[CH:6][C:5]=3[C:1]([CH3:4])([CH3:3])[CH3:2])[CH:10]=[CH:11]2)[CH:13]=1)([CH3:4])([CH3:3])[CH3:2], predict the reactants needed to synthesize it. The reactants are: [C:1]([C:5]1[CH:6]=[C:7]2[C:11](=[C:12](C3C=CC(C(C)(C)C)=CC=3)[CH:13]=1)[C:10](=O)[CH:9](C)[CH2:8]2)([CH3:4])([CH3:3])[CH3:2].[H-].[H-].[H-].[H-].[Li+].[Al+3].Cl. (4) Given the product [F:1][C:2]1[C:7]2[N:8]=[N:9][S:10][C:6]=2[CH:5]=[C:4]([C:11]([NH:50][O:49][CH2:48][CH2:47][O:46][CH:44]=[CH2:45])=[O:13])[C:3]=1[NH:14][C:15]1[CH:20]=[CH:19][C:18]([Br:21])=[CH:17][C:16]=1[Cl:22], predict the reactants needed to synthesize it. The reactants are: [F:1][C:2]1[C:7]2[N:8]=[N:9][S:10][C:6]=2[CH:5]=[C:4]([C:11]([OH:13])=O)[C:3]=1[NH:14][C:15]1[CH:20]=[CH:19][C:18]([Br:21])=[CH:17][C:16]=1[Cl:22].C1C=CC2N(O)N=NC=2C=1.CCN=C=NCCCN(C)C.[CH:44]([O:46][CH2:47][CH2:48][O:49][NH2:50])=[CH2:45].[NH4+].[Cl-]. (5) Given the product [CH2:11]([O:10][C:8]([C:2]1([NH:1][C:18]([N:42]2[CH2:43][CH2:44][S:40][CH2:41]2)=[O:19])[CH2:7][CH2:6][CH2:5][CH2:4][CH2:3]1)=[O:9])[C:12]1[CH:13]=[CH:14][CH:15]=[CH:16][CH:17]=1, predict the reactants needed to synthesize it. The reactants are: [NH2:1][C:2]1([C:8]([O:10][CH2:11][C:12]2[CH:17]=[CH:16][CH:15]=[CH:14][CH:13]=2)=[O:9])[CH2:7][CH2:6][CH2:5][CH2:4][CH2:3]1.[C:18](OC(OC(C)(C)C)=O)(OC(C)(C)C)=[O:19].C(N(CC)CC)C.[S:40]1[CH2:44][CH2:43][NH:42][CH2:41]1. (6) Given the product [CH3:1][O:2][C:3]1[CH:8]=[CH:7][C:6]([C:9]([NH:24][C:25]2[O:26][C:27]([CH3:43])([CH3:42])[C:28]([F:41])([F:40])[C@:29]([C:32]3[CH:37]=[C:36]([C:47]4[CH:46]=[C:45]([Cl:44])[CH:50]=[C:49]([Cl:51])[CH:48]=4)[CH:35]=[CH:34][C:33]=3[F:39])([CH3:31])[N:30]=2)([C:16]2[CH:21]=[CH:20][C:19]([O:22][CH3:23])=[CH:18][CH:17]=2)[C:10]2[CH:15]=[CH:14][CH:13]=[CH:12][CH:11]=2)=[CH:5][CH:4]=1, predict the reactants needed to synthesize it. The reactants are: [CH3:1][O:2][C:3]1[CH:8]=[CH:7][C:6]([C:9]([NH:24][C:25]2[O:26][C:27]([CH3:43])([CH3:42])[C:28]([F:41])([F:40])[C@:29]([C:32]3[CH:37]=[C:36](Br)[CH:35]=[CH:34][C:33]=3[F:39])([CH3:31])[N:30]=2)([C:16]2[CH:21]=[CH:20][C:19]([O:22][CH3:23])=[CH:18][CH:17]=2)[C:10]2[CH:15]=[CH:14][CH:13]=[CH:12][CH:11]=2)=[CH:5][CH:4]=1.[Cl:44][C:45]1[CH:46]=[C:47](B(O)O)[CH:48]=[C:49]([Cl:51])[CH:50]=1. (7) Given the product [CH2:21]([O:12][C:9]1[CH:10]=[CH:11][C:4]([O:3][CH2:1][CH3:2])=[C:5]([CH:8]=1)[C:6]#[N:7])[CH:20]=[CH2:19], predict the reactants needed to synthesize it. The reactants are: [CH2:1]([O:3][C:4]1[CH:11]=[CH:10][C:9]([OH:12])=[CH:8][C:5]=1[C:6]#[N:7])[CH3:2].C(=O)([O-])[O-].[K+].[K+].[CH2:19](Br)[CH:20]=[CH2:21]. (8) Given the product [CH:13]1([S:18][CH:4]([C:5]2[CH:10]=[CH:9][CH:8]=[CH:7][CH:6]=2)[C:3]([OH:2])=[O:12])[CH2:17][CH2:16][CH2:15][CH2:14]1.[CH:13]1([S:18][CH:4]([C:5]2[CH:6]=[CH:7][CH:8]=[CH:9][CH:10]=2)[C:3]([NH:19][C:20]2[S:21][CH:22]=[CH:23][N:24]=2)=[O:12])[CH2:17][CH2:16][CH2:15][CH2:14]1, predict the reactants needed to synthesize it. The reactants are: C[O:2][C:3](=[O:12])[CH2:4][C:5]1[CH:10]=[CH:9][CH:8]=[CH:7][C:6]=1Br.[CH:13]1([SH:18])[CH2:17][CH2:16][CH2:15][CH2:14]1.[NH2:19][C:20]1[S:21][CH:22]=[CH:23][N:24]=1.